Dataset: Catalyst prediction with 721,799 reactions and 888 catalyst types from USPTO. Task: Predict which catalyst facilitates the given reaction. (1) Reactant: C([O:8][C:9]1[C:10]([CH3:23])=[N:11][C:12]([N:20]([CH3:22])[CH3:21])=[N:13][C:14]=1[CH2:15][CH2:16][CH2:17][CH2:18][CH3:19])C1C=CC=CC=1. Product: [CH3:22][N:20]([CH3:21])[C:12]1[N:11]=[C:10]([CH3:23])[C:9]([OH:8])=[C:14]([CH2:15][CH2:16][CH2:17][CH2:18][CH3:19])[N:13]=1. The catalyst class is: 105. (2) Reactant: [F:1][C:2]1[CH:3]=[C:4]([CH:6]=[CH:7][CH:8]=1)[NH2:5].[Cl:9][CH2:10][CH2:11][CH2:12][O:13][C:14]1[CH:23]=[C:22]2[C:17]([C:18]([NH:24][C:25]3[CH:29]=[C:28]([CH2:30][C:31](O)=[O:32])[NH:27][N:26]=3)=[N:19][CH:20]=[N:21]2)=[CH:16][CH:15]=1.P(Cl)(Cl)(Cl)=O.CCOCC. Product: [Cl:9][CH2:10][CH2:11][CH2:12][O:13][C:14]1[CH:23]=[C:22]2[C:17]([C:18]([NH:24][C:25]3[CH:29]=[C:28]([CH2:30][C:31]([NH:5][C:4]4[CH:6]=[CH:7][CH:8]=[C:2]([F:1])[CH:3]=4)=[O:32])[NH:27][N:26]=3)=[N:19][CH:20]=[N:21]2)=[CH:16][CH:15]=1. The catalyst class is: 300. (3) Product: [CH2:9]([O:8][C:6]([C:5]1[CH:4]=[CH:3][C:2]([O:1][CH:14]2[CH2:19][CH2:18][N:17]([C:20]([O:22][C:23]([CH3:26])([CH3:25])[CH3:24])=[O:21])[CH2:16][CH2:15]2)=[CH:12][CH:11]=1)=[O:7])[CH3:10]. Reactant: [OH:1][C:2]1[CH:12]=[CH:11][C:5]([C:6]([O:8][CH2:9][CH3:10])=[O:7])=[CH:4][CH:3]=1.O[CH:14]1[CH2:19][CH2:18][N:17]([C:20]([O:22][C:23]([CH3:26])([CH3:25])[CH3:24])=[O:21])[CH2:16][CH2:15]1.C1(P(C2C=CC=CC=2)C2C=CC=CC=2)C=CC=CC=1.N(C(OC(C)C)=O)=NC(OC(C)C)=O. The catalyst class is: 7. (4) Reactant: [CH3:1][O:2][C:3](=[O:17])[C:4]1[CH:9]=[CH:8][C:7]([CH2:10]P(OC)(OC)=O)=[CH:6][CH:5]=1.C([N-]C(C)C)(C)C.[Li+].[O:26]([C:31]([N:33]1[CH2:38][CH2:37][C:36](=O)[CH2:35][CH2:34]1)=[O:32])[C:27]([CH3:30])([CH3:29])[CH3:28].O. Product: [C:27]([O:26][C:31]([N:33]1[CH2:38][CH2:37][C:36](=[CH:10][C:7]2[CH:6]=[CH:5][C:4]([C:3]([O:2][CH3:1])=[O:17])=[CH:9][CH:8]=2)[CH2:35][CH2:34]1)=[O:32])([CH3:30])([CH3:28])[CH3:29]. The catalyst class is: 56. (5) Product: [C:1]1([C@@H:7]([NH:9][C:11]2[N:19]=[CH:18][N:17]=[C:16]3[C:12]=2[NH:13][CH:14]=[N:15]3)[CH3:8])[CH:6]=[CH:5][CH:4]=[CH:3][CH:2]=1. Reactant: [C:1]1([C@@H:7]([NH2:9])[CH3:8])[CH:6]=[CH:5][CH:4]=[CH:3][CH:2]=1.Cl[C:11]1[N:19]=[CH:18][N:17]=[C:16]2[C:12]=1[NH:13][CH:14]=[N:15]2. The catalyst class is: 14. (6) Reactant: Cl[CH2:2][CH2:3][CH2:4][N:5]1[C:9]2[CH:10]=[CH:11][CH:12]=[CH:13][C:8]=2[N:7]=[N:6]1.[CH3:14][C:15]1[CH:16]=[C:17]([N:21]2[CH2:26][CH2:25][NH:24][CH2:23][CH2:22]2)[CH:18]=[CH:19][CH:20]=1.[CH:27](N(C(C)C)CC)(C)C.[I-].[K+]. Product: [CH3:14][C:15]1[CH:16]=[C:17]([N:21]2[CH2:26][CH2:25][N:24]([CH:2]([CH3:27])[CH2:3][CH2:4][N:5]3[C:9]4[CH:10]=[CH:11][CH:12]=[CH:13][C:8]=4[N:7]=[N:6]3)[CH2:23][CH2:22]2)[CH:18]=[CH:19][CH:20]=1. The catalyst class is: 10. (7) Reactant: [F:1][C:2]([F:28])([CH2:21][C:22]1[CH:27]=[CH:26][CH:25]=[CH:24][CH:23]=1)[CH2:3][C@H:4]([NH:8][C@@H:9]([C:14]1[CH:19]=[CH:18][C:17]([F:20])=[CH:16][CH:15]=1)[C:10]([F:13])([F:12])[F:11])[C:5]([OH:7])=O.C(O)(=O)CCCC.Cl.[NH2:37][C:38]1([C:41]#[N:42])[CH2:40][CH2:39]1.CN(C(ON1N=NC2C=CC=NC1=2)=[N+](C)C)C.F[P-](F)(F)(F)(F)F.CN1CCOCC1.[Cl-].[NH4+]. Product: [C:41]([C:38]1([NH:37][C:5](=[O:7])[C@@H:4]([NH:8][C@@H:9]([C:14]2[CH:19]=[CH:18][C:17]([F:20])=[CH:16][CH:15]=2)[C:10]([F:11])([F:13])[F:12])[CH2:3][C:2]([F:28])([F:1])[CH2:21][C:22]2[CH:23]=[CH:24][CH:25]=[CH:26][CH:27]=2)[CH2:40][CH2:39]1)#[N:42]. The catalyst class is: 39. (8) Reactant: C[O:2][C:3]([C:5]1[CH:22]=[CH:21][CH:20]=[CH:19][C:6]=1/[CH:7]=[CH:8]/[C@H:9]1[NH:14][CH2:13][C@@H:12]([C:15]([O:17][CH3:18])=[O:16])[CH2:11][CH2:10]1)=O.C[Al](C)C. Product: [O:2]=[C:3]1[N:14]2[CH2:13][C@H:12]([C:15]([O:17][CH3:18])=[O:16])[CH2:11][CH2:10][C@H:9]2[CH:8]=[CH:7][C:6]2[CH:19]=[CH:20][CH:21]=[CH:22][C:5]1=2. The catalyst class is: 2.